From a dataset of Forward reaction prediction with 1.9M reactions from USPTO patents (1976-2016). Predict the product of the given reaction. (1) Given the reactants [CH:1]1[C:10]2[C:5](=[CH:6][CH:7]=[CH:8][CH:9]=2)[CH:4]=[C:3]([C:11]([OH:13])=O)[N:2]=1.CN(C(ON1N=NC2C=CC=NC1=2)=[N+](C)C)C.F[P-](F)(F)(F)(F)F.C(N(C(C)C)CC)(C)C.[NH2:47][CH2:48][CH2:49][NH:50][C:51]1[N:56]=[C:55]([C:57]2[CH:62]=[CH:61][C:60]([Cl:63])=[CH:59][CH:58]=2)[N:54]=[C:53]([NH:64][CH2:65][CH2:66][NH:67][C:68](=[O:70])[CH3:69])[C:52]=1[CH3:71], predict the reaction product. The product is: [C:68]([NH:67][CH2:66][CH2:65][NH:64][C:53]1[N:54]=[C:55]([C:57]2[CH:62]=[CH:61][C:60]([Cl:63])=[CH:59][CH:58]=2)[N:56]=[C:51]([NH:50][CH2:49][CH2:48][NH:47][C:11]([C:3]2[N:2]=[CH:1][C:10]3[C:5]([CH:4]=2)=[CH:6][CH:7]=[CH:8][CH:9]=3)=[O:13])[C:52]=1[CH3:71])(=[O:70])[CH3:69]. (2) Given the reactants C(Cl)(=O)C(Cl)=O.[F:7][C:8]([F:22])([F:21])[O:9][C:10]1[CH:15]=[CH:14][C:13](/[CH:16]=[CH:17]/[C:18](O)=[O:19])=[CH:12][CH:11]=1.[N-:23]=[N+:24]=[N-:25].[Na+], predict the reaction product. The product is: [F:7][C:8]([F:22])([F:21])[O:9][C:10]1[CH:15]=[CH:14][C:13](/[CH:16]=[CH:17]/[C:18]([N:23]=[N+:24]=[N-:25])=[O:19])=[CH:12][CH:11]=1. (3) Given the reactants C(O[C:4]([C:6]1[C:7]([OH:21])=[C:8]2[C:14]([C:15]3[CH:20]=[CH:19][CH:18]=[CH:17][CH:16]=3)=[N:13][O:12][C:9]2=[CH:10][N:11]=1)=[O:5])C.[NH2:22][C@@H:23]([C:25]([OH:27])=[O:26])[CH3:24], predict the reaction product. The product is: [OH:21][C:7]1[C:6]([C:4]([NH:22][C@H:23]([CH3:24])[C:25]([OH:27])=[O:26])=[O:5])=[N:11][CH:10]=[C:9]2[O:12][N:13]=[C:14]([C:15]3[CH:16]=[CH:17][CH:18]=[CH:19][CH:20]=3)[C:8]=12.